Dataset: NCI-60 drug combinations with 297,098 pairs across 59 cell lines. Task: Regression. Given two drug SMILES strings and cell line genomic features, predict the synergy score measuring deviation from expected non-interaction effect. Drug 1: CC1=C2C(C(=O)C3(C(CC4C(C3C(C(C2(C)C)(CC1OC(=O)C(C(C5=CC=CC=C5)NC(=O)OC(C)(C)C)O)O)OC(=O)C6=CC=CC=C6)(CO4)OC(=O)C)OC)C)OC. Drug 2: COC1=NC(=NC2=C1N=CN2C3C(C(C(O3)CO)O)O)N. Cell line: CAKI-1. Synergy scores: CSS=33.1, Synergy_ZIP=-0.450, Synergy_Bliss=-2.51, Synergy_Loewe=-27.9, Synergy_HSA=-0.952.